This data is from Forward reaction prediction with 1.9M reactions from USPTO patents (1976-2016). The task is: Predict the product of the given reaction. (1) Given the reactants [Cl:1]N1C(=O)CCC1=O.[C:9]1([CH2:15][O:16][C:17]2[CH:22]=[CH:21][C:20]([C@H:23]3[CH2:40][C@@:38]4([CH3:39])[C@@H:34]([CH2:35][CH2:36][C:37]4=[O:41])[C@H:33]4[C:24]3=[C:25]3[C:30]([CH2:31][CH2:32]4)=[CH:29][C:28](=[O:42])[CH2:27][CH2:26]3)=[CH:19][CH:18]=2)[CH:14]=[CH:13][CH:12]=[CH:11][CH:10]=1.[Na+].[Cl-].C1CCCCC1, predict the reaction product. The product is: [Cl:1][C:29]1[C:28](=[O:42])[CH2:27][CH2:26][C:25]2[C:30]=1[CH2:31][CH2:32][C@@H:33]1[C:24]=2[C@@H:23]([C:20]2[CH:19]=[CH:18][C:17]([O:16][CH2:15][C:9]3[CH:14]=[CH:13][CH:12]=[CH:11][CH:10]=3)=[CH:22][CH:21]=2)[CH2:40][C@@:38]2([CH3:39])[C@H:34]1[CH2:35][CH2:36][C:37]2=[O:41]. (2) The product is: [Cl:14][C:12]1[N:11]=[C:10]([C:15]#[N:16])[C:9]([N+:17]([O-:19])=[O:18])=[C:8]([NH:7][CH2:20][CH3:21])[CH:13]=1. Given the reactants C(=O)([O-])[O-].[K+].[K+].[NH2:7][C:8]1[CH:13]=[C:12]([Cl:14])[N:11]=[C:10]([C:15]#[N:16])[C:9]=1[N+:17]([O-:19])=[O:18].[CH2:20](I)[CH3:21], predict the reaction product. (3) Given the reactants Br[C:2]1[N:6]=[C:5]([C:7]2[CH:8]=[C:9]([C:13]3[C:14]4[C:21]([C:22]([O:24][CH2:25][CH3:26])=[O:23])=[CH:20][N:19]([CH2:27][O:28][CH2:29][CH2:30][Si:31]([CH3:34])([CH3:33])[CH3:32])[C:15]=4[N:16]=[CH:17][N:18]=3)[CH:10]=[CH:11][CH:12]=2)[S:4][N:3]=1.[CH3:35][N:36](C=O)C, predict the reaction product. The product is: [C:35]([C:2]1[N:6]=[C:5]([C:7]2[CH:8]=[C:9]([C:13]3[C:14]4[C:21]([C:22]([O:24][CH2:25][CH3:26])=[O:23])=[CH:20][N:19]([CH2:27][O:28][CH2:29][CH2:30][Si:31]([CH3:34])([CH3:33])[CH3:32])[C:15]=4[N:16]=[CH:17][N:18]=3)[CH:10]=[CH:11][CH:12]=2)[S:4][N:3]=1)#[N:36]. (4) Given the reactants [S:1]1[CH2:7][C:5](=[O:6])[NH:4][C:2]1=[S:3].[CH3:8][C:9]1[O:10][C:11]2[CH:17]=[C:16]([CH:18]=O)[CH:15]=[CH:14][C:12]=2[N:13]=1.N1C=CC=CC=1, predict the reaction product. The product is: [CH3:8][C:9]1[O:10][C:11]2[CH:17]=[C:16]([CH:18]=[C:7]3[S:1][C:2](=[S:3])[NH:4][C:5]3=[O:6])[CH:15]=[CH:14][C:12]=2[N:13]=1.